This data is from Reaction yield outcomes from USPTO patents with 853,638 reactions. The task is: Predict the reaction yield, written as a fraction of the theoretical maximum amount of product (1.0 means a 100% yield; for example, 0.34 means a 34% yield). (1) The reactants are Br[C:2]1[CH:11]=[C:10]([O:12][C:13]([F:16])([F:15])[F:14])[C:5]2[N:6]=[C:7]([NH2:9])[S:8][C:4]=2[CH:3]=1.C(N(CC)CC)C. The catalyst is [Pd].C(O)C. The product is [F:16][C:13]([F:14])([F:15])[O:12][C:10]1[C:5]2[N:6]=[C:7]([NH2:9])[S:8][C:4]=2[CH:3]=[CH:2][CH:11]=1. The yield is 0.730. (2) The reactants are C[O-].[Na+].O1CCCC1.[CH:9]1([CH2:13][N:14]([CH2:33][CH3:34])[C:15]2[C:24]([CH2:25][NH:26][C:27]3[CH:31]=[C:30]([CH3:32])[O:29][N:28]=3)=[CH:23][C:22]3[C:17](=[CH:18][CH:19]=[CH:20][CH:21]=3)[N:16]=2)[CH2:12][CH2:11][CH2:10]1.[F:35][C:36]([F:50])([F:49])[C:37]1[CH:38]=[C:39]([CH:42]=[C:43]([C:45]([F:48])([F:47])[F:46])[CH:44]=1)[CH2:40]Br. The catalyst is O.C(OCC)(=O)C. The product is [F:35][C:36]([F:49])([F:50])[C:37]1[CH:38]=[C:39]([CH:42]=[C:43]([C:45]([F:48])([F:46])[F:47])[CH:44]=1)[CH2:40][N:26]([CH2:25][C:24]1[C:15]([N:14]([CH2:13][CH:9]2[CH2:12][CH2:11][CH2:10]2)[CH2:33][CH3:34])=[N:16][C:17]2[C:22]([CH:23]=1)=[CH:21][CH:20]=[CH:19][CH:18]=2)[C:27]1[CH:31]=[C:30]([CH3:32])[O:29][N:28]=1. The yield is 0.200. (3) The reactants are C[O:2][C:3]([C:5]1([CH2:19][C:20]([CH3:22])=[CH2:21])[CH2:9][C:8](=[O:10])[N:7]([C:11]2[C:16]([CH3:17])=[CH:15][CH:14]=[CH:13][C:12]=2[CH3:18])[CH2:6]1)=[O:4].[Li+].[OH-]. The catalyst is CO. The product is [CH3:17][C:16]1[CH:15]=[CH:14][CH:13]=[C:12]([CH3:18])[C:11]=1[N:7]1[C:8](=[O:10])[CH2:9][C:5]([CH2:19][C:20]([CH3:22])=[CH2:21])([C:3]([OH:4])=[O:2])[CH2:6]1. The yield is 1.00. (4) The reactants are [NH2:1][C:2]1[CH:3]=[C:4]([C:13]([O:15][CH2:16][CH3:17])=[O:14])[C:5]2[O:9][C:8]([CH3:11])([CH3:10])[CH2:7][C:6]=2[CH:12]=1.C(OCC)(OCC)OCC.[N-:28]=[N+:29]=[N-:30].[Na+].[C:32](O)(=O)C. The catalyst is O. The product is [CH3:10][C:8]1([CH3:11])[CH2:7][C:6]2[CH:12]=[C:2]([N:1]3[CH:32]=[N:30][N:29]=[N:28]3)[CH:3]=[C:4]([C:13]([O:15][CH2:16][CH3:17])=[O:14])[C:5]=2[O:9]1. The yield is 0.500.